This data is from Full USPTO retrosynthesis dataset with 1.9M reactions from patents (1976-2016). The task is: Predict the reactants needed to synthesize the given product. Given the product [CH3:21][O:20][C:16]1[CH:15]=[C:14]([C:3]23[CH:2]([OH:1])[CH2:11][CH2:10][CH2:9][CH:8]2[CH:7]([CH3:12])[C:6]2([O:24][CH2:23][CH2:22][O:13]2)[CH2:5][CH2:4]3)[CH:19]=[CH:18][CH:17]=1, predict the reactants needed to synthesize it. The reactants are: [OH:1][CH:2]1[CH2:11][CH2:10][CH2:9][CH:8]2[C:3]1([C:14]1[CH:19]=[CH:18][CH:17]=[C:16]([O:20][CH3:21])[CH:15]=1)[CH2:4][CH2:5][C:6](=[O:13])[CH:7]2[CH3:12].[CH2:22](O)[CH2:23][OH:24].O.C1(C)C=CC(S(O)(=O)=O)=CC=1.